Task: Predict the product of the given reaction.. Dataset: Forward reaction prediction with 1.9M reactions from USPTO patents (1976-2016) (1) Given the reactants [CH2:1]([N:3]1[C:12]2[C:7](=[CH:8][CH:9]=[CH:10][CH:11]=2)[N:6]=[C:5]([CH2:13][S:14][C:15]2[CH:20]=[CH:19][C:18]([CH3:21])=[CH:17][CH:16]=2)[C:4]1=[O:22])[CH3:2].[OH:23]OS([O-])=O.[K+].[OH2:29], predict the reaction product. The product is: [CH2:1]([N:3]1[C:12]2[C:7](=[CH:8][CH:9]=[CH:10][CH:11]=2)[N:6]=[C:5]([CH2:13][S:14]([C:15]2[CH:16]=[CH:17][C:18]([CH3:21])=[CH:19][CH:20]=2)(=[O:23])=[O:29])[C:4]1=[O:22])[CH3:2]. (2) Given the reactants C(OC(=O)[NH:7][CH2:8][C:9]1[CH:18]=[C:17]2[C:12]([C:13](=[O:28])[N:14]([CH:20]3[CH2:25][CH2:24][C:23](=[O:26])[NH:22][C:21]3=[O:27])[C:15]([CH3:19])=[N:16]2)=[CH:11][CH:10]=1)(C)(C)C.[ClH:30], predict the reaction product. The product is: [ClH:30].[NH2:7][CH2:8][C:9]1[CH:18]=[C:17]2[C:12]([C:13](=[O:28])[N:14]([CH:20]3[CH2:25][CH2:24][C:23](=[O:26])[NH:22][C:21]3=[O:27])[C:15]([CH3:19])=[N:16]2)=[CH:11][CH:10]=1. (3) Given the reactants [N:1]([O-])=O.[Na+].[NH2:5][C:6]1[CH:7]=[N:8][C:9]2[C:14]([C:15]=1[CH3:16])=[CH:13][C:12]([O:17][CH3:18])=[C:11]([O:19][CH3:20])[CH:10]=2, predict the reaction product. The product is: [CH3:20][O:19][C:11]1[C:12]([O:17][CH3:18])=[CH:13][C:14]2[C:15]3[CH:16]=[N:1][NH:5][C:6]=3[CH:7]=[N:8][C:9]=2[CH:10]=1.